This data is from Experimentally validated miRNA-target interactions with 360,000+ pairs, plus equal number of negative samples. The task is: Binary Classification. Given a miRNA mature sequence and a target amino acid sequence, predict their likelihood of interaction. (1) The miRNA is hsa-miR-193b-3p with sequence AACUGGCCCUCAAAGUCCCGCU. The protein sequence of the target gene is MESNLSGLVPAAGLVPALPPTVTLGLTAAYTALYALLFFSVYAQLWLVLLYGHKRLSYQTVFLALCLLWAALRTTLFSFYFRDTPRANRLGPLPFWLLYCCPVCLQFFTLTLMNLYFVQVVFKAKAKRRPEMSRGLLAVRGAFVGASLLFLLVNVLCAVLSRQRQAQPWVLLLVRVLVSDSLFVICALSLAACLCLVARRAPSTSIYLEAKGTSVCQAAAIGGAMVLLYASRACYNLAALALAPRSRLDAFDYDWYNVSDQADLVNDLGNKGYLVFGLILFVWELLPTTLLVGFFRVHRP.... Result: 0 (no interaction). (2) The miRNA is mmu-miR-465c-3p with sequence GAUCAGGGCCUUUCUAAGUAGA. The protein sequence of the target gene is MAELMLLSEIADPTRFFTDNLLSPEDWGLQNSTLYSGLDEVAEEQTQLFRCPEQDVPFDGSSLDVGMDVSPSEPPWELLPIFPDLQVKSEPSSPCSSSSLSSESSRLSTEPSSEALGVGEVLHVKTESLAPPLCLLGDDPTSSFETVQINVIPTSDDSSDVQTKIEPVSPCSSVNSEASLLSADSSSQAFIGEEVLEVKTESLSPSGCLLWDVPAPSLGAVQISMGPSLDGSSGKALPTRKPPLQPKPVVLTTVPMPSRAVPPSTTVLLQSLVQPPPVSPVVLIQGAIRVQPEGPAPSLP.... Result: 0 (no interaction).